This data is from Forward reaction prediction with 1.9M reactions from USPTO patents (1976-2016). The task is: Predict the product of the given reaction. (1) Given the reactants [CH3:1][C:2]1[N:3]=[C:4]([NH2:7])[S:5][CH:6]=1.[Cl:8][CH2:9][C:10](Cl)=[O:11], predict the reaction product. The product is: [Cl:8][CH2:9][C:10]([NH:7][C:4]1[S:5][CH:6]=[C:2]([CH3:1])[N:3]=1)=[O:11]. (2) Given the reactants N1C=CC=CC=1.[CH3:7][O:8][C:9]1[CH:14]=[CH:13][C:12]([CH2:15][CH2:16][CH2:17][CH2:18][OH:19])=[CH:11][CH:10]=1.[C:20]1([CH3:30])[CH:25]=[CH:24][C:23]([S:26](Cl)(=[O:28])=[O:27])=[CH:22][CH:21]=1, predict the reaction product. The product is: [CH3:7][O:8][C:9]1[CH:14]=[CH:13][C:12]([CH2:15][CH2:16][CH2:17][CH2:18][O:19][S:26]([C:23]2[CH:24]=[CH:25][C:20]([CH3:30])=[CH:21][CH:22]=2)(=[O:28])=[O:27])=[CH:11][CH:10]=1. (3) Given the reactants C([O:3][C:4]([C:6]1([O:10][C:11]2[CH:16]=[CH:15][C:14]([O:17][CH2:18][CH2:19][N:20]3[C:25](=[O:26])[C:24]4[N:27]([CH3:33])[N:28]=[C:29]([CH2:30][CH2:31][CH3:32])[C:23]=4[N:22]=[C:21]3[CH3:34])=[CH:13][CH:12]=2)[CH2:9][CH2:8][CH2:7]1)=[O:5])C.O.C(=O)([O-])[O-].[Na+].[Na+], predict the reaction product. The product is: [CH3:33][N:27]1[C:24]2[C:25](=[O:26])[N:20]([CH2:19][CH2:18][O:17][C:14]3[CH:15]=[CH:16][C:11]([O:10][C:6]4([C:4]([OH:5])=[O:3])[CH2:9][CH2:8][CH2:7]4)=[CH:12][CH:13]=3)[C:21]([CH3:34])=[N:22][C:23]=2[C:29]([CH2:30][CH2:31][CH3:32])=[N:28]1. (4) Given the reactants [Cl:1][C:2]1[CH:7]=[C:6](Cl)[N:5]2[N:9]=[C:10]([CH:12]3[CH2:14][CH2:13]3)[CH:11]=[C:4]2[N:3]=1, predict the reaction product. The product is: [Cl:1][C:2]1[CH:7]=[CH:6][N:5]2[N:9]=[C:10]([CH:12]3[CH2:14][CH2:13]3)[CH:11]=[C:4]2[N:3]=1. (5) The product is: [O:1]1[CH2:6][CH2:5][CH2:4][CH2:3][CH:2]1[O:7][CH2:8][C:9]([CH2:20][O:21][CH:22]1[CH2:27][CH2:26][CH2:25][CH2:24][O:23]1)([CH2:10][OH:11])[CH2:15][OH:16]. Given the reactants [O:1]1[CH2:6][CH2:5][CH2:4][CH2:3][CH:2]1[O:7][CH2:8][C:9]([CH2:20][O:21][CH:22]1[CH2:27][CH2:26][CH2:25][CH2:24][O:23]1)([C:15](OCC)=[O:16])[C:10](OCC)=[O:11].[H-].[H-].[H-].[H-].[Li+].[Al+3], predict the reaction product. (6) Given the reactants [CH:1]1[CH:6]=[C:5]([C:7]2[C:21]3[C:16](=[C:17](Br)[C:18]([O-:23])=[C:19](Br)[CH:20]=3)[O:15][C:14]3[C:8]=2[CH:9]=[C:10](Br)[C:11]([C:13]=3Br)=[O:12])[C:4]([C:27]([O-:29])=[O:28])=[CH:3][CH:2]=1.[Na+].[Na+].[Na][Na].CC1C(Br)=CC2C(C3C=CC=CC=3C(O)=O)=C3C(=C(Br)C(C(Br)=C3)=O)OC=2C=1Br, predict the reaction product. The product is: [CH:1]1[CH:2]=[CH:3][C:4]([C:27]([OH:29])=[O:28])=[C:5]([C:7]2[C:8]3[CH:9]=[CH:10][C:11]([OH:12])=[CH:13][C:14]=3[O:15][C:16]3[C:21]=2[CH:20]=[CH:19][C:18]([CH:17]=3)=[O:23])[CH:6]=1. (7) The product is: [CH2:22]([N:29]1[C:6]([C:13]([OH:15])=[O:14])=[C:5]([C:16]2[CH:21]=[CH:20][CH:19]=[CH:18][CH:17]=2)[C:4]2[C:10](=[CH:11][CH:12]=[C:2]([Br:1])[CH:3]=2)[C:8]1=[O:9])[C:23]1[CH:28]=[CH:27][CH:26]=[CH:25][CH:24]=1. Given the reactants [Br:1][C:2]1[CH:3]=[C:4]2[C:10](=[CH:11][CH:12]=1)[C:8](=[O:9])O[C:6]([C:13]([OH:15])=[O:14])=[C:5]2[C:16]1[CH:21]=[CH:20][CH:19]=[CH:18][CH:17]=1.[CH2:22]([NH2:29])[C:23]1[CH:28]=[CH:27][CH:26]=[CH:25][CH:24]=1, predict the reaction product.